From a dataset of Full USPTO retrosynthesis dataset with 1.9M reactions from patents (1976-2016). Predict the reactants needed to synthesize the given product. (1) The reactants are: [C:1]([O:5][C:6]([N:8]1[CH2:13][CH2:12][CH:11]([CH:14]2[CH2:19][CH2:18][N:17]([C:20]3[CH:25]=[CH:24][C:23]([C:26]([NH2:28])=[S:27])=[CH:22][CH:21]=3)[CH2:16][CH2:15]2)[CH2:10][CH2:9]1)=[O:7])([CH3:4])([CH3:3])[CH3:2].[CH3:29][C:30](OC(C)=O)=O.ClCC=O. Given the product [C:1]([O:5][C:6]([N:8]1[CH2:13][CH2:12][CH:11]([CH:14]2[CH2:15][CH2:16][N:17]([C:20]3[CH:21]=[CH:22][C:23]([C:26]4[S:27][CH:29]=[CH:30][N:28]=4)=[CH:24][CH:25]=3)[CH2:18][CH2:19]2)[CH2:10][CH2:9]1)=[O:7])([CH3:4])([CH3:2])[CH3:3], predict the reactants needed to synthesize it. (2) Given the product [CH3:13][C:14]([S@:17](/[N:19]=[CH:11]/[C:3]12[CH2:10][CH2:9][CH:6]([CH2:5][CH2:4]1)[C:7](=[O:8])[N:2]2[CH3:1])=[O:18])([CH3:16])[CH3:15], predict the reactants needed to synthesize it. The reactants are: [CH3:1][N:2]1[C:7](=[O:8])[CH:6]2[CH2:9][CH2:10][C:3]1([CH:11]=O)[CH2:4][CH2:5]2.[CH3:13][C:14]([S@:17]([NH2:19])=[O:18])([CH3:16])[CH3:15]. (3) Given the product [C:32]([O:31][C:29]([N:36]1[CH:45]([C:46](=[O:47])[NH:27][CH:18]([CH2:19][C:20]2[CH:21]=[CH:22][C:23]([F:26])=[CH:24][CH:25]=2)[C:17]([N:5]2[CH2:6][CH:7]([O:9][CH2:10][C:11]3[CH:16]=[CH:15][CH:14]=[CH:13][CH:12]=3)[CH2:8][CH:4]2[CH2:1][CH:2]=[CH2:3])=[O:28])[CH2:44][C:43]2[C:38](=[CH:39][CH:40]=[CH:41][CH:42]=2)[CH2:37]1)=[O:30])([CH3:35])([CH3:34])[CH3:33], predict the reactants needed to synthesize it. The reactants are: [CH2:1]([CH:4]1[CH2:8][CH:7]([O:9][CH2:10][C:11]2[CH:16]=[CH:15][CH:14]=[CH:13][CH:12]=2)[CH2:6][N:5]1[C:17](=[O:28])[CH:18]([NH2:27])[CH2:19][C:20]1[CH:25]=[CH:24][C:23]([F:26])=[CH:22][CH:21]=1)[CH:2]=[CH2:3].[C:29]([N:36]1[CH:45]([C:46](O)=[O:47])[CH2:44][CH:43]2[C:38](=[CH:39][CH:40]=[CH:41][CH2:42]2)[CH2:37]1)([O:31][C:32]([CH3:35])([CH3:34])[CH3:33])=[O:30].ON1C2C=CC=CC=2N=N1.CN1CCOCC1.CN(C)CCCN=C=NCC. (4) Given the product [CH2:1]=[CH2:2].[CH2:67]=[CH:68][CH2:69][CH2:70][CH2:71][CH2:72][CH2:73][CH3:74], predict the reactants needed to synthesize it. The reactants are: [CH2:1]=[CH:2]CCCCCC.[H][H].C=C.CC1CCCCC1.FC1C([B-](C2C(F)=C(F)C(F)=C(F)C=2F)(C2C(F)=C(F)C(F)=C(F)C=2F)C2C(F)=C(F)C(F)=C(F)C=2F)=C(F)C(F)=C(F)C=1F.C[NH+]([CH2:67][CH2:68][CH2:69][CH2:70][CH2:71][CH2:72][CH2:73][CH2:74][CH2:67][CH2:68][CH2:69][CH2:70][CH2:71][CH2:72][CH2:73][CH2:74]CC)[CH2:67][CH2:68][CH2:69][CH2:70][CH2:71][CH2:72][CH2:73][CH2:74][CH2:67][CH2:68][CH2:69][CH2:70][CH2:71][CH2:72][CH2:73][CH2:74]CC. (5) The reactants are: [F:1][C:2]([F:13])([F:12])[C:3]1[CH:11]=[CH:10][CH:9]=[CH:8][C:4]=1[C:5](Cl)=[O:6].[CH3:14][N:15]1[C:20](=[O:21])[N:19]([CH3:22])[C:18](=[O:23])[C:17]([N:24]2[CH2:29][CH2:28][NH:27][C:26](=[O:30])[CH2:25]2)=[N:16]1. Given the product [CH3:14][N:15]1[C:20](=[O:21])[N:19]([CH3:22])[C:18](=[O:23])[C:17]([N:24]2[CH2:29][CH2:28][N:27]([C:5](=[O:6])[C:4]3[CH:8]=[CH:9][CH:10]=[CH:11][C:3]=3[C:2]([F:13])([F:12])[F:1])[C:26](=[O:30])[CH2:25]2)=[N:16]1.[F:1][C:2]([F:13])([F:12])[C:3]1[CH:11]=[CH:10][C:9]([C:2]([F:13])([F:12])[F:1])=[CH:8][C:4]=1[C:5]([N:27]1[CH2:28][CH2:29][N:24]([C:17]2[C:18](=[O:23])[N:19]([CH3:22])[C:20](=[O:21])[N:15]([CH3:14])[N:16]=2)[CH2:25][CH2:26]1)=[O:6], predict the reactants needed to synthesize it. (6) Given the product [NH2:32][C:30]1[S:31][C:1]([CH2:3][CH2:4][CH2:5][CH2:6][C:7]2[N:12]=[N:11][C:10]([NH:13][C:14](=[O:27])[CH2:15][C:16]3[CH:21]=[CH:20][CH:19]=[C:18]([O:22][C:23]([F:24])([F:25])[F:26])[CH:17]=3)=[CH:9][CH:8]=2)=[N:2][N:29]=1, predict the reactants needed to synthesize it. The reactants are: [C:1]([CH2:3][CH2:4][CH2:5][CH2:6][C:7]1[N:12]=[N:11][C:10]([NH:13][C:14](=[O:27])[CH2:15][C:16]2[CH:21]=[CH:20][CH:19]=[C:18]([O:22][C:23]([F:26])([F:25])[F:24])[CH:17]=2)=[CH:9][CH:8]=1)#[N:2].N[NH:29][C:30]([NH2:32])=[S:31].C(O)(C(F)(F)F)=O. (7) Given the product [Br-:1].[CH:2]1([C:8]([OH:34])([C:28]2[CH:33]=[CH:32][CH:31]=[CH:30][CH:29]=2)[C:9]([O:11][CH:12]2[CH2:16][CH2:15][CH2:14][N+:13]2([CH3:27])[CH:17]([C:21]2[N:22]=[N:39][CH:38]=[CH:37][CH:26]=2)[C:18](=[O:20])[NH2:19])=[O:10])[CH2:7][CH2:6][CH2:5][CH2:4][CH2:3]1, predict the reactants needed to synthesize it. The reactants are: [Br-:1].[CH:2]1([C:8]([OH:34])([C:28]2[CH:33]=[CH:32][CH:31]=[CH:30][CH:29]=2)[C:9]([O:11][CH:12]2[CH2:16][CH2:15][CH2:14][N+:13]2([CH3:27])[CH:17]([C:21]2[CH:26]=NC=C[N:22]=2)[C:18](=[O:20])[NH2:19])=[O:10])[CH2:7][CH2:6][CH2:5][CH2:4][CH2:3]1.[Br-].O[C@@H:37]1CC[N+:39](C)(C(C2C=NC=CN=2)C(=O)N)[CH2:38]1.[Br-].OC1CC[N@@+](C)(CC(=O)NC2N=NC=CC=2)C1. (8) The reactants are: [NH:1]1[CH2:6][CH2:5][CH:4]([CH2:7][CH2:8][CH2:9][CH2:10][NH:11][C:12](=[O:21])[CH2:13][CH2:14][C:15]2[CH:16]=[N:17][CH:18]=[CH:19][CH:20]=2)[CH2:3][CH2:2]1.[CH:22]1[C:31]2[C:26](=[CH:27][CH:28]=[CH:29][CH:30]=2)[CH:25]=[CH:24][C:23]=1[S:32](Cl)(=[O:34])=[O:33]. Given the product [CH:22]1[C:31]2[C:26](=[CH:27][CH:28]=[CH:29][CH:30]=2)[CH:25]=[CH:24][C:23]=1[S:32]([N:1]1[CH2:6][CH2:5][CH:4]([CH2:7][CH2:8][CH2:9][CH2:10][NH:11][C:12](=[O:21])[CH2:13][CH2:14][C:15]2[CH:16]=[N:17][CH:18]=[CH:19][CH:20]=2)[CH2:3][CH2:2]1)(=[O:33])=[O:34], predict the reactants needed to synthesize it.